From a dataset of Forward reaction prediction with 1.9M reactions from USPTO patents (1976-2016). Predict the product of the given reaction. (1) Given the reactants [CH3:1][O:2][C:3](=[O:35])[C@H:4]([CH2:17][C:18]1[CH:23]=[CH:22][C:21]([NH:24][C:25]([C:27]2[C:32]([Cl:33])=[CH:31][CH:30]=[CH:29][C:28]=2[Cl:34])=[O:26])=[CH:20][CH:19]=1)[NH:5][C:6]([C:8]1([CH2:13][CH2:14][CH:15]=[CH2:16])[CH2:12][CH2:11][CH2:10][CH2:9]1)=[O:7], predict the reaction product. The product is: [CH3:1][O:2][C:3](=[O:35])[C@H:4]([CH2:17][C:18]1[CH:19]=[CH:20][C:21]([NH:24][C:25]([C:27]2[C:28]([Cl:34])=[CH:29][CH:30]=[CH:31][C:32]=2[Cl:33])=[O:26])=[CH:22][CH:23]=1)[NH:5][C:6]([C:8]1([CH2:13][CH2:14][CH2:15][CH3:16])[CH2:12][CH2:11][CH2:10][CH2:9]1)=[O:7]. (2) Given the reactants Cl.[NH2:2][C:3]1[CH:8]=[CH:7][C:6]([OH:9])=[CH:5][C:4]=1[Cl:10].[C:11]([O-])(=[O:13])[CH3:12].[Na+].O.C(=O)(O)[O-].[Na+], predict the reaction product. The product is: [C:11]([NH:2][C:3]1[CH:8]=[CH:7][C:6]([OH:9])=[CH:5][C:4]=1[Cl:10])(=[O:13])[CH3:12]. (3) Given the reactants [NH:1]1[C:9]2[C:4](=[N:5][CH:6]=[CH:7][CH:8]=2)[CH:3]=[C:2]1[C:10]([NH2:12])=[O:11].[CH3:13][O:14][C:15]1[CH:20]=[CH:19][CH:18]=[CH:17][C:16]=1[S:21][S:21][C:16]1[CH:17]=[CH:18][CH:19]=[CH:20][C:15]=1[O:14][CH3:13], predict the reaction product. The product is: [CH3:13][O:14][C:15]1[CH:20]=[CH:19][CH:18]=[CH:17][C:16]=1[S:21][C:3]1[C:4]2=[N:5][CH:6]=[CH:7][CH:8]=[C:9]2[NH:1][C:2]=1[C:10]([NH2:12])=[O:11]. (4) Given the reactants [C:1]1(C)[CH:6]=[CH:5][CH:4]=[CH:3][CH:2]=1.Br[C:9]1[CH:10]=[CH:11][C:12]([O:17][C:18]2[CH:23]=[CH:22][C:21]([Cl:24])=[C:20]([Cl:25])[CH:19]=2)=[C:13]([CH:16]=1)[CH:14]=[O:15].C1(B(O)O)C=CC=CC=1.C([O-])([O-])=O.[Na+].[Na+], predict the reaction product. The product is: [Cl:25][C:20]1[CH:19]=[C:18]([CH:23]=[CH:22][C:21]=1[Cl:24])[O:17][C:12]1[CH:11]=[CH:10][C:9]([C:1]2[CH:6]=[CH:5][CH:4]=[CH:3][CH:2]=2)=[CH:16][C:13]=1[CH:14]=[O:15]. (5) Given the reactants [Cl-].[CH:2]1[C:11]2[C:6](=[CH:7][CH:8]=[CH:9][CH:10]=2)[CH:5]=[CH:4][C:3]=1[C:12](=[O:15])[CH2:13][NH3+:14].[CH3:16][C:17]1[CH:18]=[C:19]([S:24](Cl)(=[O:26])=[O:25])[CH:20]=[C:21]([CH3:23])[CH:22]=1.CCN(CC)CC, predict the reaction product. The product is: [CH3:23][C:21]1[CH:20]=[C:19]([S:24]([NH:14][CH2:13][C:12]([C:3]2[CH:4]=[CH:5][C:6]3[C:11](=[CH:10][CH:9]=[CH:8][CH:7]=3)[CH:2]=2)=[O:15])(=[O:25])=[O:26])[CH:18]=[C:17]([CH3:16])[CH:22]=1. (6) The product is: [CH3:1][O:2][C:3]1[C:8]([O:9][CH3:10])=[CH:7][C:6]([CH:11]=[C:12]([C:23]2[CH:24]=[CH:25][C:26]([O:29][CH3:30])=[CH:27][CH:28]=2)[CH2:13][N:15]2[CH2:19][CH2:18][CH2:17][CH:16]2[C:20]([OH:22])=[O:21])=[C:5]([N+:31]([O-:33])=[O:32])[CH:4]=1. Given the reactants [CH3:1][O:2][C:3]1[C:8]([O:9][CH3:10])=[CH:7][C:6]([CH:11]=[C:12]([C:23]2[CH:28]=[CH:27][C:26]([O:29][CH3:30])=[CH:25][CH:24]=2)[C:13]([N:15]2[CH2:19][CH2:18][CH2:17][CH:16]2[C:20]([OH:22])=[O:21])=O)=[C:5]([N+:31]([O-:33])=[O:32])[CH:4]=1.N, predict the reaction product. (7) Given the reactants [CH3:1][C:2]1[O:3][C:4]2[C:9]([C:10](=[O:12])[CH:11]=1)=[CH:8][CH:7]=[CH:6][C:5]=2[CH:13]=O.[CH3:15][C:16]([CH2:18][C:19]([C:21]([F:24])([F:23])[F:22])=[O:20])=O.[NH2:25]/[C:26](/[CH3:35])=[CH:27]\[C:28]([O:30][CH:31]1[CH2:34][CH2:33][CH2:32]1)=[O:29].C(O)(=O)C, predict the reaction product. The product is: [CH3:35][C:26]1[NH:25][C:16]([CH3:15])=[C:18]([C:19](=[O:20])[C:21]([F:24])([F:23])[F:22])[CH:13]([C:5]2[CH:6]=[CH:7][CH:8]=[C:9]3[C:4]=2[O:3][C:2]([CH3:1])=[CH:11][C:10]3=[O:12])[C:27]=1[C:28]([O:30][CH:31]1[CH2:32][CH2:33][CH2:34]1)=[O:29]. (8) Given the reactants [Si:1]([O:8][C@H:9]([C:37]1[CH:42]=[CH:41][CH:40]=[CH:39][CH:38]=1)[C@H:10]([NH:24][C:25](=[O:36])[O:26][CH2:27][C:28]1[CH:33]=[CH:32][C:31]([O:34][CH3:35])=[CH:30][CH:29]=1)[CH2:11][CH2:12][C:13]#[C:14][C:15]1[CH:20]=[CH:19][C:18]([N+:21]([O-:23])=[O:22])=[CH:17][CH:16]=1)([C:4]([CH3:7])([CH3:6])[CH3:5])([CH3:3])[CH3:2].N1CCCC1.C(O)(=[O:50])C, predict the reaction product. The product is: [Si:1]([O:8][C@H:9]([C:37]1[CH:38]=[CH:39][CH:40]=[CH:41][CH:42]=1)[C@H:10]([NH:24][C:25](=[O:36])[O:26][CH2:27][C:28]1[CH:29]=[CH:30][C:31]([O:34][CH3:35])=[CH:32][CH:33]=1)[CH2:11][CH2:12][C:13](=[O:50])[CH2:14][C:15]1[CH:20]=[CH:19][C:18]([N+:21]([O-:23])=[O:22])=[CH:17][CH:16]=1)([C:4]([CH3:7])([CH3:6])[CH3:5])([CH3:3])[CH3:2]. (9) Given the reactants [CH2:1]([O:4][C:5]1[CH:6]=[C:7]([OH:12])[CH:8]=[C:9]([OH:11])[CH:10]=1)[CH2:2][CH3:3].[C:13]([O:17][C:18](=[O:27])[NH:19][CH2:20][CH2:21][CH2:22][CH2:23][CH2:24][CH2:25]Br)([CH3:16])([CH3:15])[CH3:14].C(=O)([O-])[O-].[K+].[K+].Cl, predict the reaction product. The product is: [OH:11][C:9]1[CH:8]=[C:7]([CH:6]=[C:5]([O:4][CH2:1][CH2:2][CH3:3])[CH:10]=1)[O:12][CH2:25][CH2:24][CH2:23][CH2:22][CH2:21][CH2:20][NH:19][C:18](=[O:27])[O:17][C:13]([CH3:16])([CH3:15])[CH3:14]. (10) The product is: [CH:1]1[C:11]2[CH2:10][CH2:9][C:8]3[CH:12]=[CH:13][CH:14]=[CH:15][C:7]=3[N:6]([CH2:16][C:17](=[O:34])[CH2:18][NH:19][S:20]([C:23]3[CH:24]=[CH:25][C:26]([O:29][C:30]([F:33])([F:31])[F:32])=[CH:27][CH:28]=3)(=[O:22])=[O:21])[C:5]=2[CH:4]=[CH:3][CH:2]=1. Given the reactants [CH:1]1[C:11]2[CH2:10][CH2:9][C:8]3[CH:12]=[CH:13][CH:14]=[CH:15][C:7]=3[N:6]([CH2:16][CH:17]([OH:34])[CH2:18][NH:19][S:20]([C:23]3[CH:28]=[CH:27][C:26]([O:29][C:30]([F:33])([F:32])[F:31])=[CH:25][CH:24]=3)(=[O:22])=[O:21])[C:5]=2[CH:4]=[CH:3][CH:2]=1.C(N(CC)CC)C, predict the reaction product.